Regression. Given two drug SMILES strings and cell line genomic features, predict the synergy score measuring deviation from expected non-interaction effect. From a dataset of NCI-60 drug combinations with 297,098 pairs across 59 cell lines. (1) Drug 2: CN(C(=O)NC(C=O)C(C(C(CO)O)O)O)N=O. Synergy scores: CSS=8.72, Synergy_ZIP=-5.60, Synergy_Bliss=-3.07, Synergy_Loewe=-2.95, Synergy_HSA=-2.85. Drug 1: CCN(CC)CCCC(C)NC1=C2C=C(C=CC2=NC3=C1C=CC(=C3)Cl)OC. Cell line: NCI-H522. (2) Drug 1: C1=CC(=CC=C1CCC2=CNC3=C2C(=O)NC(=N3)N)C(=O)NC(CCC(=O)O)C(=O)O. Drug 2: C(=O)(N)NO. Cell line: HCT-15. Synergy scores: CSS=50.0, Synergy_ZIP=7.92, Synergy_Bliss=5.62, Synergy_Loewe=-35.8, Synergy_HSA=4.62. (3) Drug 1: CNC(=O)C1=CC=CC=C1SC2=CC3=C(C=C2)C(=NN3)C=CC4=CC=CC=N4. Drug 2: CC1=C(C=C(C=C1)C(=O)NC2=CC(=CC(=C2)C(F)(F)F)N3C=C(N=C3)C)NC4=NC=CC(=N4)C5=CN=CC=C5. Cell line: CCRF-CEM. Synergy scores: CSS=1.42, Synergy_ZIP=-0.241, Synergy_Bliss=4.36, Synergy_Loewe=-4.56, Synergy_HSA=-0.865. (4) Drug 1: CCC1=CC2CC(C3=C(CN(C2)C1)C4=CC=CC=C4N3)(C5=C(C=C6C(=C5)C78CCN9C7C(C=CC9)(C(C(C8N6C)(C(=O)OC)O)OC(=O)C)CC)OC)C(=O)OC.C(C(C(=O)O)O)(C(=O)O)O. Drug 2: CCCCCOC(=O)NC1=NC(=O)N(C=C1F)C2C(C(C(O2)C)O)O. Cell line: A498. Synergy scores: CSS=23.0, Synergy_ZIP=-6.52, Synergy_Bliss=-0.557, Synergy_Loewe=-4.04, Synergy_HSA=1.67. (5) Drug 1: C1CCC(CC1)NC(=O)N(CCCl)N=O. Drug 2: C(CCl)NC(=O)N(CCCl)N=O. Cell line: SNB-75. Synergy scores: CSS=20.0, Synergy_ZIP=-4.66, Synergy_Bliss=6.02, Synergy_Loewe=4.68, Synergy_HSA=4.60. (6) Synergy scores: CSS=5.64, Synergy_ZIP=-2.82, Synergy_Bliss=2.07, Synergy_Loewe=-3.17, Synergy_HSA=1.33. Cell line: U251. Drug 2: CC(C)NC(=O)C1=CC=C(C=C1)CNNC.Cl. Drug 1: CN(C)N=NC1=C(NC=N1)C(=O)N. (7) Drug 1: C1CC(=O)NC(=O)C1N2CC3=C(C2=O)C=CC=C3N. Drug 2: C1=CC=C(C=C1)NC(=O)CCCCCCC(=O)NO. Cell line: OVCAR-5. Synergy scores: CSS=12.7, Synergy_ZIP=-7.05, Synergy_Bliss=-0.792, Synergy_Loewe=-0.230, Synergy_HSA=-0.0712. (8) Drug 1: CC1=C(C=C(C=C1)NC(=O)C2=CC=C(C=C2)CN3CCN(CC3)C)NC4=NC=CC(=N4)C5=CN=CC=C5. Drug 2: CN(C(=O)NC(C=O)C(C(C(CO)O)O)O)N=O. Cell line: M14. Synergy scores: CSS=-17.5, Synergy_ZIP=14.5, Synergy_Bliss=13.7, Synergy_Loewe=-2.76, Synergy_HSA=-3.73.